This data is from Full USPTO retrosynthesis dataset with 1.9M reactions from patents (1976-2016). The task is: Predict the reactants needed to synthesize the given product. (1) Given the product [CH3:15][C:16]1[N:24]([CH2:25][CH2:26][N:27]2[CH2:32][CH2:31][O:30][CH2:29][CH2:28]2)[C:19]2=[N:20][CH:21]=[CH:22][CH:23]=[C:18]2[C:17]=1[C:12]([C:5]1[C:6]2[C:11](=[CH:10][CH:9]=[CH:8][CH:7]=2)[C:2]([CH3:1])=[CH:3][CH:4]=1)=[O:13], predict the reactants needed to synthesize it. The reactants are: [CH3:1][C:2]1[C:11]2[C:6](=[CH:7][CH:8]=[CH:9][CH:10]=2)[C:5]([C:12](Cl)=[O:13])=[CH:4][CH:3]=1.[CH3:15][C:16]1[N:24]([CH2:25][CH2:26][N:27]2[CH2:32][CH2:31][O:30][CH2:29][CH2:28]2)[C:19]2=[N:20][CH:21]=[CH:22][CH:23]=[C:18]2[CH:17]=1.[Cl-].[Cl-].C([Al+2])C. (2) Given the product [CH:93]1([NH:98][C:2]2[N:7]3[N:8]=[C:9]([C:23]4[CH:28]=[CH:27][N:26]=[C:25]([NH:29][CH:30]5[CH2:34][CH2:33][CH2:32][CH2:31]5)[N:24]=4)[C:10]([C:11]4[CH:16]=[CH:15][N:14]=[C:13]([NH:17][CH:18]5[CH2:22][CH2:21][CH2:20][CH2:19]5)[N:12]=4)=[C:6]3[CH:5]=[CH:4][CH:3]=2)[CH2:97][CH2:96][CH2:95][CH2:94]1, predict the reactants needed to synthesize it. The reactants are: Cl[C:2]1[N:7]2[N:8]=[C:9]([C:23]3[CH:28]=[CH:27][N:26]=[C:25]([NH:29][CH:30]4[CH2:34][CH2:33][CH2:32][CH2:31]4)[N:24]=3)[C:10]([C:11]3[CH:16]=[CH:15][N:14]=[C:13]([NH:17][CH:18]4[CH2:22][CH2:21][CH2:20][CH2:19]4)[N:12]=3)=[C:6]2[CH:5]=[CH:4][CH:3]=1.C1(P(C2C=CC=CC=2)C2C=CC3C(=CC=CC=3)C=2C2C3C(=CC=CC=3)C=CC=2P(C2C=CC=CC=2)C2C=CC=CC=2)C=CC=CC=1.C(=O)([O-])[O-].[Cs+].[Cs+].C(OCC)(=O)C.[CH:93]1([NH2:98])[CH2:97][CH2:96][CH2:95][CH2:94]1.